This data is from Full USPTO retrosynthesis dataset with 1.9M reactions from patents (1976-2016). The task is: Predict the reactants needed to synthesize the given product. Given the product [CH2:1]([O:8][CH2:9][CH2:10][CH2:11][C@H:12]([C:21]1[C:25]([CH:26]2[CH2:28][CH2:27]2)=[C:24]([C:29]2[CH:33]=[C:32]([C:34]([F:39])([F:40])[C:35]([CH3:36])([CH3:38])[CH3:37])[O:31][N:30]=2)[O:23][N:22]=1)[CH2:13][C:14]([OH:16])=[O:15])[C:2]1[CH:3]=[CH:4][CH:5]=[CH:6][CH:7]=1, predict the reactants needed to synthesize it. The reactants are: [CH2:1]([O:8][CH2:9][CH2:10][CH2:11][C@H:12]([C:21]1[C:25]([CH:26]2[CH2:28][CH2:27]2)=[C:24]([C:29]2[CH:33]=[C:32]([C:34]([F:40])([F:39])[C:35]([CH3:38])([CH3:37])[CH3:36])[O:31][N:30]=2)[O:23][N:22]=1)[CH2:13][C:14]([O:16]C(C)(C)C)=[O:15])[C:2]1[CH:7]=[CH:6][CH:5]=[CH:4][CH:3]=1.FC(F)(F)C(O)=O.